From a dataset of Full USPTO retrosynthesis dataset with 1.9M reactions from patents (1976-2016). Predict the reactants needed to synthesize the given product. (1) Given the product [Cl:2][C:3]1[CH:4]=[C:5]([N:9]2[C:13]([CH2:14][NH:15][C:31]([NH:30][C:23]3[CH:24]=[CH:25][C:26]([CH2:27][CH2:28][OH:29])=[C:21]([F:20])[CH:22]=3)=[O:32])=[CH:12][C:11]([C:16]([F:17])([F:18])[F:19])=[N:10]2)[CH:6]=[CH:7][CH:8]=1, predict the reactants needed to synthesize it. The reactants are: Cl.[Cl:2][C:3]1[CH:4]=[C:5]([N:9]2[C:13]([CH2:14][NH2:15])=[CH:12][C:11]([C:16]([F:19])([F:18])[F:17])=[N:10]2)[CH:6]=[CH:7][CH:8]=1.[F:20][C:21]1[CH:22]=[C:23]([NH:30][C:31](=O)[O:32]C2C=CC=CC=2)[CH:24]=[CH:25][C:26]=1[CH2:27][CH2:28][OH:29]. (2) Given the product [CH2:23]([N:17]1[CH2:18][C@@H:10]([N+:11]([O-:13])=[O:12])[C@H:9]([C:6]2[CH:5]=[CH:4][C:3]([O:2][CH3:1])=[CH:8][CH:7]=2)[CH2:16]1)[C:24]1[CH:29]=[CH:28][CH:27]=[CH:26][CH:25]=1, predict the reactants needed to synthesize it. The reactants are: [CH3:1][O:2][C:3]1[CH:8]=[CH:7][C:6](/[CH:9]=[CH:10]/[N+:11]([O-:13])=[O:12])=[CH:5][CH:4]=1.CO[CH2:16][N:17]([CH2:23][C:24]1[CH:29]=[CH:28][CH:27]=[CH:26][CH:25]=1)[CH2:18][Si](C)(C)C.FC(F)(F)C(O)=O. (3) Given the product [CH3:17][NH:19][S:13]([C:6]1[CH:7]=[CH:8][C:9]([Cl:12])=[C:10]([CH3:11])[C:5]=1[Cl:4])(=[O:15])=[O:14], predict the reactants needed to synthesize it. The reactants are: Cl.CN.[Cl:4][C:5]1[C:10]([CH3:11])=[C:9]([Cl:12])[CH:8]=[CH:7][C:6]=1[S:13](Cl)(=[O:15])=[O:14].[CH2:17]([N:19](CC)CC)C.